From a dataset of NCI-60 drug combinations with 297,098 pairs across 59 cell lines. Regression. Given two drug SMILES strings and cell line genomic features, predict the synergy score measuring deviation from expected non-interaction effect. (1) Drug 2: CC1=C(C=C(C=C1)NC(=O)C2=CC=C(C=C2)CN3CCN(CC3)C)NC4=NC=CC(=N4)C5=CN=CC=C5. Drug 1: CN(C)C1=NC(=NC(=N1)N(C)C)N(C)C. Cell line: HCC-2998. Synergy scores: CSS=-13.0, Synergy_ZIP=3.62, Synergy_Bliss=-3.86, Synergy_Loewe=-9.19, Synergy_HSA=-11.0. (2) Cell line: CAKI-1. Drug 2: CC1CCC2CC(C(=CC=CC=CC(CC(C(=O)C(C(C(=CC(C(=O)CC(OC(=O)C3CCCCN3C(=O)C(=O)C1(O2)O)C(C)CC4CCC(C(C4)OC)O)C)C)O)OC)C)C)C)OC. Synergy scores: CSS=18.7, Synergy_ZIP=-4.47, Synergy_Bliss=-3.41, Synergy_Loewe=-3.26, Synergy_HSA=-1.12. Drug 1: CCC1(CC2CC(C3=C(CCN(C2)C1)C4=CC=CC=C4N3)(C5=C(C=C6C(=C5)C78CCN9C7C(C=CC9)(C(C(C8N6C)(C(=O)OC)O)OC(=O)C)CC)OC)C(=O)OC)O.OS(=O)(=O)O. (3) Drug 1: CC(C)NC(=O)C1=CC=C(C=C1)CNNC.Cl. Drug 2: CC1=C(C(=O)C2=C(C1=O)N3CC4C(C3(C2COC(=O)N)OC)N4)N. Cell line: MCF7. Synergy scores: CSS=8.20, Synergy_ZIP=12.2, Synergy_Bliss=14.4, Synergy_Loewe=14.3, Synergy_HSA=14.3. (4) Drug 1: C1CNP(=O)(OC1)N(CCCl)CCCl. Drug 2: CC1=C(C(=CC=C1)Cl)NC(=O)C2=CN=C(S2)NC3=CC(=NC(=N3)C)N4CCN(CC4)CCO. Cell line: SW-620. Synergy scores: CSS=-2.37, Synergy_ZIP=9.24, Synergy_Bliss=5.27, Synergy_Loewe=2.10, Synergy_HSA=-0.378. (5) Drug 1: CNC(=O)C1=CC=CC=C1SC2=CC3=C(C=C2)C(=NN3)C=CC4=CC=CC=N4. Drug 2: CC1OCC2C(O1)C(C(C(O2)OC3C4COC(=O)C4C(C5=CC6=C(C=C35)OCO6)C7=CC(=C(C(=C7)OC)O)OC)O)O. Cell line: NCI-H226. Synergy scores: CSS=12.4, Synergy_ZIP=-6.66, Synergy_Bliss=-4.20, Synergy_Loewe=-6.32, Synergy_HSA=-4.63. (6) Drug 1: CC(CN1CC(=O)NC(=O)C1)N2CC(=O)NC(=O)C2. Drug 2: C1=CC=C(C=C1)NC(=O)CCCCCCC(=O)NO. Cell line: 786-0. Synergy scores: CSS=21.0, Synergy_ZIP=-4.90, Synergy_Bliss=-0.457, Synergy_Loewe=-0.216, Synergy_HSA=1.16. (7) Drug 1: C1=CC(=CC=C1CC(C(=O)O)N)N(CCCl)CCCl.Cl. Drug 2: CC1CCCC2(C(O2)CC(NC(=O)CC(C(C(=O)C(C1O)C)(C)C)O)C(=CC3=CSC(=N3)C)C)C. Cell line: NCI-H226. Synergy scores: CSS=5.02, Synergy_ZIP=-2.31, Synergy_Bliss=5.53, Synergy_Loewe=2.59, Synergy_HSA=4.00. (8) Drug 1: C1C(C(OC1N2C=NC3=C(N=C(N=C32)Cl)N)CO)O. Drug 2: CS(=O)(=O)OCCCCOS(=O)(=O)C. Cell line: DU-145. Synergy scores: CSS=24.5, Synergy_ZIP=-4.61, Synergy_Bliss=-1.20, Synergy_Loewe=-64.2, Synergy_HSA=-3.58. (9) Drug 1: C1CN1P(=S)(N2CC2)N3CC3. Drug 2: C(CC(=O)O)C(=O)CN.Cl. Cell line: NCI/ADR-RES. Synergy scores: CSS=-0.712, Synergy_ZIP=-2.69, Synergy_Bliss=-1.98, Synergy_Loewe=-6.48, Synergy_HSA=-2.27. (10) Drug 1: COC1=CC(=CC(=C1O)OC)C2C3C(COC3=O)C(C4=CC5=C(C=C24)OCO5)OC6C(C(C7C(O6)COC(O7)C8=CC=CS8)O)O. Drug 2: CN1C(=O)N2C=NC(=C2N=N1)C(=O)N. Cell line: UACC62. Synergy scores: CSS=31.8, Synergy_ZIP=0.0876, Synergy_Bliss=5.02, Synergy_Loewe=-35.3, Synergy_HSA=3.19.